This data is from Reaction yield outcomes from USPTO patents with 853,638 reactions. The task is: Predict the reaction yield, written as a fraction of the theoretical maximum amount of product (1.0 means a 100% yield; for example, 0.34 means a 34% yield). (1) The reactants are C(Cl)(=O)C(Cl)=O.[F:7][C:8]1[C:16]([I:17])=[C:15]([CH3:18])[CH:14]=[CH:13][C:9]=1[C:10]([OH:12])=O.[CH:19]([O:22][C:23]1[CH:24]=[C:25]([NH2:29])[CH:26]=[CH:27][CH:28]=1)([CH3:21])[CH3:20].C(N(CC)CC)C. The catalyst is C(Cl)Cl.CN(C=O)C.O. The product is [F:7][C:8]1[C:16]([I:17])=[C:15]([CH3:18])[CH:14]=[CH:13][C:9]=1[C:10]([NH:29][C:25]1[CH:26]=[CH:27][CH:28]=[C:23]([O:22][CH:19]([CH3:21])[CH3:20])[CH:24]=1)=[O:12]. The yield is 0.680. (2) The reactants are [CH3:1][C:2]1[N:10]=[CH:9][CH:8]=[CH:7][C:3]=1[C:4]([NH2:6])=O.C(N(CC)CC)C.FC(F)(F)C(OC(=O)C(F)(F)F)=O.O. The product is [C:4]([C:3]1[C:2]([CH3:1])=[N:10][CH:9]=[CH:8][CH:7]=1)#[N:6]. The yield is 0.750. The catalyst is C(Cl)Cl. (3) The reactants are [O:1]1[CH:5]=[CH:4][CH2:3][CH2:2]1.O=[O+][O-].[NH2:9][CH2:10][C:11]([F:38])([F:37])[CH2:12][NH:13][C:14](=[O:36])[C:15]1[CH:20]=[CH:19][C:18]([F:21])=[C:17]([NH:22][CH2:23][C:24]2[S:28][C:27]([NH:29][C:30]3[CH:35]=[CH:34][CH:33]=[CH:32][N:31]=3)=[N:26][CH:25]=2)[CH:16]=1.[BH-](OC(C)=O)(OC(C)=O)OC(C)=O.[Na+]. The catalyst is CO.C(Cl)Cl. The product is [F:38][C:11]([F:37])([CH2:10][N:9]1[CH2:4][CH2:5][O:1][CH2:2][CH2:3]1)[CH2:12][NH:13][C:14](=[O:36])[C:15]1[CH:20]=[CH:19][C:18]([F:21])=[C:17]([NH:22][CH2:23][C:24]2[S:28][C:27]([NH:29][C:30]3[CH:35]=[CH:34][CH:33]=[CH:32][N:31]=3)=[N:26][CH:25]=2)[CH:16]=1. The yield is 0.510. (4) The reactants are [N:1]1([CH2:7][C:8]2[CH:13]=[CH:12][C:11]([C:14]#[C:15][C:16]3[CH:24]=[CH:23][C:19]([C:20](O)=[O:21])=[CH:18][CH:17]=3)=[CH:10][CH:9]=2)[CH2:6][CH2:5][O:4][CH2:3][CH2:2]1.Cl.CN(C(ON1N=NC2C=CC=NC1=2)=[N+](C)C)C.F[P-](F)(F)(F)(F)F.CCN(C(C)C)C(C)C.[NH2:59][C@H:60]([C:67]([O:69][CH3:70])=[O:68])[C:61]1[CH:66]=[CH:65][CH:64]=[CH:63][CH:62]=1.Cl. The catalyst is CN(C=O)C.CCOC(C)=O. The product is [CH3:70][O:69][C:67](=[O:68])[CH:60]([NH:59][C:20](=[O:21])[C:19]1[CH:18]=[CH:17][C:16]([C:15]#[C:14][C:11]2[CH:12]=[CH:13][C:8]([CH2:7][N:1]3[CH2:6][CH2:5][O:4][CH2:3][CH2:2]3)=[CH:9][CH:10]=2)=[CH:24][CH:23]=1)[C:61]1[CH:66]=[CH:65][CH:64]=[CH:63][CH:62]=1. The yield is 0.970. (5) The reactants are Cl[C:2]1[N:7]=[C:6]([O:8][CH3:9])[N:5]=[C:4]([NH:10][CH2:11][CH2:12][C:13]2[CH:18]=[CH:17][C:16]([O:19][CH3:20])=[CH:15][CH:14]=2)[CH:3]=1.[N:21]1[C:30]2[C:25](=[CH:26][C:27](B(O)O)=[CH:28][CH:29]=2)[CH:24]=[CH:23][CH:22]=1.C([O-])([O-])=O.[Cs+].[Cs+].COCCOC. The catalyst is O. The product is [CH3:20][O:19][C:16]1[CH:17]=[CH:18][C:13]([CH2:12][CH2:11][NH:10][C:4]2[CH:3]=[C:2]([C:27]3[CH:26]=[C:25]4[C:30](=[CH:29][CH:28]=3)[N:21]=[CH:22][CH:23]=[CH:24]4)[N:7]=[C:6]([O:8][CH3:9])[N:5]=2)=[CH:14][CH:15]=1. The yield is 0.710. (6) The reactants are [Br:1][C:2]1[C:3]([C:8]([F:11])([F:10])[F:9])=[N:4][NH:5][C:6]=1[CH3:7].O.C1(C)C=CC(S(O)(=O)=O)=CC=1.[O:24]1[CH:29]=[CH:28][CH2:27][CH2:26][CH2:25]1. The catalyst is C(Cl)(Cl)Cl. The product is [Br:1][C:2]1[C:3]([C:8]([F:9])([F:11])[F:10])=[N:4][N:5]([CH:25]2[CH2:26][CH2:27][CH2:28][CH2:29][O:24]2)[C:6]=1[CH3:7]. The yield is 0.590. (7) The reactants are [Cl:1][C:2]1[CH:19]=[CH:18][CH:17]=[CH:16][C:3]=1[CH2:4][C@H:5]([NH:8][C:9](=[O:15])[O:10][C:11]([CH3:14])([CH3:13])[CH3:12])[CH2:6][OH:7].C1C=CC(P(C2C=CC=CC=2)C2C=CC=CC=2)=CC=1.[CH3:39][O:40][C:41](=[O:49])[C:42]1[CH:47]=[C:46](O)[CH:45]=[N:44][CH:43]=1.CCOC(/N=N/C(OCC)=O)=O. The catalyst is C1COCC1. The product is [C:11]([O:10][C:9]([NH:8][C@@H:5]([CH2:4][C:3]1[CH:16]=[CH:17][CH:18]=[CH:19][C:2]=1[Cl:1])[CH2:6][O:7][C:46]1[CH:45]=[N:44][CH:43]=[C:42]([CH:47]=1)[C:41]([O:40][CH3:39])=[O:49])=[O:15])([CH3:14])([CH3:13])[CH3:12]. The yield is 0.560. (8) The reactants are Cl.[C:2]([C:6]1[CH:11]=[CH:10][C:9]([S:12]([NH:15][C:16]2[C:21]([O:22][C:23]3[CH:28]=[CH:27][CH:26]=[CH:25][C:24]=3[O:29][CH3:30])=[C:20]([O:31][CH2:32][CH:33](OCC)[O:34]CC)[N:19]=[C:18]([C:40]3[N:45]=[CH:44][CH:43]=[CH:42][N:41]=3)[N:17]=2)(=[O:14])=[O:13])=[CH:8][CH:7]=1)([CH3:5])([CH3:4])[CH3:3]. The catalyst is O. The product is [C:2]([C:6]1[CH:11]=[CH:10][C:9]([S:12]([NH:15][C:16]2[C:21]([O:22][C:23]3[CH:28]=[CH:27][CH:26]=[CH:25][C:24]=3[O:29][CH3:30])=[C:20]([O:31][CH2:32][CH:33]=[O:34])[N:19]=[C:18]([C:40]3[N:45]=[CH:44][CH:43]=[CH:42][N:41]=3)[N:17]=2)(=[O:13])=[O:14])=[CH:8][CH:7]=1)([CH3:5])([CH3:3])[CH3:4]. The yield is 0.520.